Task: Predict the reactants needed to synthesize the given product.. Dataset: Full USPTO retrosynthesis dataset with 1.9M reactions from patents (1976-2016) Given the product [Cl:1][C:2]1[CH:3]=[CH:4][C:5]([O:30][CH3:31])=[C:6]([C:8]2[C:12]([NH:13][C:14]([C:16]3[C:24]4[N:23]=[CH:22][N:21]=[CH:20][C:19]=4[NH:18][N:17]=3)=[O:15])=[CH:11][N:10]([CH:25]([CH3:29])[C:26]([NH:37][CH:35]3[CH2:36][O:33][CH2:34]3)=[O:27])[N:9]=2)[CH:7]=1, predict the reactants needed to synthesize it. The reactants are: [Cl:1][C:2]1[CH:3]=[CH:4][C:5]([O:30][CH3:31])=[C:6]([C:8]2[C:12]([NH:13][C:14]([C:16]3[C:24]4[N:23]=[CH:22][N:21]=[CH:20][C:19]=4[NH:18][N:17]=3)=[O:15])=[CH:11][N:10]([CH:25]([CH3:29])[C:26](O)=[O:27])[N:9]=2)[CH:7]=1.Cl.[O:33]1[CH2:36][CH:35]([NH2:37])[CH2:34]1.C(N(CC)C(C)C)(C)C.